From a dataset of Reaction yield outcomes from USPTO patents with 853,638 reactions. Predict the reaction yield, written as a fraction of the theoretical maximum amount of product (1.0 means a 100% yield; for example, 0.34 means a 34% yield). (1) The reactants are [O:1]1[CH2:5][CH2:4][O:3][CH:2]1[CH2:6][CH:7]1[C:9]2([CH2:12][N:11]([C:13]([C:15]3[C:20]([NH:21][C:22]4[CH:27]=[CH:26][C:25]([I:28])=[CH:24][C:23]=4[F:29])=[C:19]([F:30])[C:18]([F:31])=[CH:17][CH:16]=3)=[O:14])[CH2:10]2)[O:8]1.[N-:32]=[N+:33]=[N-:34].[Na+].C(OCC)(=O)C. The catalyst is CN(C)C=O. The product is [N:32]([CH:7]([C:9]1([OH:8])[CH2:10][N:11]([C:13]([C:15]2[CH:16]=[CH:17][C:18]([F:31])=[C:19]([F:30])[C:20]=2[NH:21][C:22]2[CH:27]=[CH:26][C:25]([I:28])=[CH:24][C:23]=2[F:29])=[O:14])[CH2:12]1)[CH2:6][CH:2]1[O:3][CH2:4][CH2:5][O:1]1)=[N+:33]=[N-:34]. The yield is 0.740. (2) The reactants are Cl[C:2]([O:4][CH2:5][CH:6]([C:8]1[CH:13]=[CH:12][CH:11]=[CH:10][C:9]=1[N+:14]([O-:16])=[O:15])[CH3:7])=[O:3].[NH2:17][NH2:18]. The catalyst is C(Cl)Cl. The product is [N+:14]([C:9]1[CH:10]=[CH:11][CH:12]=[CH:13][C:8]=1[CH:6]([CH3:7])[CH2:5][O:4][C:2]([NH:17][NH2:18])=[O:3])([O-:16])=[O:15]. The yield is 0.570.